From a dataset of Peptide-MHC class I binding affinity with 185,985 pairs from IEDB/IMGT. Regression. Given a peptide amino acid sequence and an MHC pseudo amino acid sequence, predict their binding affinity value. This is MHC class I binding data. (1) The binding affinity (normalized) is 0.480. The MHC is HLA-A26:03 with pseudo-sequence HLA-A26:03. The peptide sequence is QTWHGDAPY. (2) The peptide sequence is EVTAKWLWGF. The MHC is HLA-A26:01 with pseudo-sequence HLA-A26:01. The binding affinity (normalized) is 0.594.